Dataset: Catalyst prediction with 721,799 reactions and 888 catalyst types from USPTO. Task: Predict which catalyst facilitates the given reaction. (1) Reactant: [C:1]([C:3]1[C:7]2[CH:8]=[C:9]([O:12][CH3:13])[CH:10]=[CH:11][C:6]=2[O:5][C:4]=1[CH:14]([NH:21][C:22]1[CH:30]=[CH:29][C:25](C(O)=O)=[CH:24][CH:23]=1)[CH:15]1[CH2:20][CH2:19][CH2:18][CH2:17][CH2:16]1)#[N:2].CNC[CH2:34][C:35]([O:37][CH2:38][CH3:39])=[O:36].O.ON1C2C=CC=CC=2N=N1.Cl.C(N=C=NCCCN(C)C)C.Cl.[CH3:64][N:65]([CH3:68])[CH:66]=[O:67]. Product: [C:1]([C:3]1[C:7]2[CH:8]=[C:9]([O:12][CH3:13])[CH:10]=[CH:11][C:6]=2[O:5][C:4]=1[CH:14]([NH:21][C:22]1[CH:30]=[CH:29][C:25]([C:66]([N:65]([CH3:68])[CH2:64][CH2:34][C:35]([O:37][CH2:38][CH3:39])=[O:36])=[O:67])=[CH:24][CH:23]=1)[CH:15]1[CH2:20][CH2:19][CH2:18][CH2:17][CH2:16]1)#[N:2]. The catalyst class is: 66. (2) Reactant: Br[C:2]1[N:7]=[C:6]2[C:8]([C:11]([NH:13][C:14]([CH3:17])([CH3:16])[CH3:15])=[O:12])=[CH:9][NH:10][C:5]2=[N:4][CH:3]=1.CC1(C)C(C)(C)OB([C:26]2[CH:27]=[CH:28][CH:29]=[C:30]3[C:34]=2[N:33]([CH2:35][O:36][CH2:37][CH2:38][Si:39]([CH3:42])([CH3:41])[CH3:40])[N:32]=[CH:31]3)O1.CC(C1C=C(C(C)C)C(C2C=CC=CC=2P(C2CCCCC2)C2CCCCC2)=C(C(C)C)C=1)C.C([O-])([O-])=O.[Na+].[Na+]. Product: [C:14]([NH:13][C:11]([C:8]1[C:6]2=[N:7][C:2]([C:26]3[CH:27]=[CH:28][CH:29]=[C:30]4[C:34]=3[N:33]([CH2:35][O:36][CH2:37][CH2:38][Si:39]([CH3:42])([CH3:41])[CH3:40])[N:32]=[CH:31]4)=[CH:3][N:4]=[C:5]2[NH:10][CH:9]=1)=[O:12])([CH3:17])([CH3:16])[CH3:15]. The catalyst class is: 333. (3) Reactant: [Cl:1][C:2]1[CH:7]=[C:6]([N+:8]([O-])=O)[CH:5]=[CH:4][C:3]=1[N:11]1[CH2:16][CH2:15][N:14]([CH3:17])[CH2:13][CH2:12]1.[Sn](Cl)Cl. Product: [Cl:1][C:2]1[CH:7]=[C:6]([CH:5]=[CH:4][C:3]=1[N:11]1[CH2:12][CH2:13][N:14]([CH3:17])[CH2:15][CH2:16]1)[NH2:8]. The catalyst class is: 33.